From a dataset of Reaction yield outcomes from USPTO patents with 853,638 reactions. Predict the reaction yield, written as a fraction of the theoretical maximum amount of product (1.0 means a 100% yield; for example, 0.34 means a 34% yield). (1) The reactants are [Cl-].O[NH3+:3].[C:4](=[O:7])([O-])[OH:5].[Na+].CS(C)=O.[F:13][C:14]1[CH:15]=[C:16]([C:46]2[C:47]([C:52]#[N:53])=[CH:48][CH:49]=[CH:50][CH:51]=2)[CH:17]=[CH:18][C:19]=1[CH2:20][C:21]1[C:26](=[O:27])[N:25]([C:28]2[CH:33]=[CH:32][C:31]([O:34][C:35]([CH3:41])([CH3:40])[C:36]([OH:39])([CH3:38])[CH3:37])=[CH:30][CH:29]=2)[C:24]([CH3:42])=[N:23][C:22]=1[CH2:43][CH2:44][CH3:45]. The catalyst is O.C(OCC)(=O)C. The product is [F:13][C:14]1[CH:15]=[C:16]([C:46]2[CH:51]=[CH:50][CH:49]=[CH:48][C:47]=2[C:52]2[NH:3][C:4](=[O:7])[O:5][N:53]=2)[CH:17]=[CH:18][C:19]=1[CH2:20][C:21]1[C:26](=[O:27])[N:25]([C:28]2[CH:33]=[CH:32][C:31]([O:34][C:35]([CH3:41])([CH3:40])[C:36]([OH:39])([CH3:37])[CH3:38])=[CH:30][CH:29]=2)[C:24]([CH3:42])=[N:23][C:22]=1[CH2:43][CH2:44][CH3:45]. The yield is 0.840. (2) The reactants are C([O:5][C:6]([C:8]1[CH:31]=[CH:30][C:11]([O:12][C:13]2[C:22]([Cl:23])=[C:21]3[C:16]([CH:17]([C:24]([O:26][CH2:27][CH3:28])=[O:25])[CH2:18][CH2:19][O:20]3)=[CH:15][C:14]=2[Cl:29])=[CH:10][CH:9]=1)=[O:7])(C)(C)C.FC(F)(F)C(O)=O. The catalyst is ClCCl. The product is [Cl:29][C:14]1[CH:15]=[C:16]2[C:21](=[C:22]([Cl:23])[C:13]=1[O:12][C:11]1[CH:30]=[CH:31][C:8]([C:6]([OH:7])=[O:5])=[CH:9][CH:10]=1)[O:20][CH2:19][CH2:18][CH:17]2[C:24]([O:26][CH2:27][CH3:28])=[O:25]. The yield is 1.02. (3) The reactants are [C:1]([O:5][CH2:6][C:7]1[CH:12]=[CH:11][CH:10]=[CH:9][CH:8]=1)(=[O:4])[NH:2][NH2:3].[CH:13]1([CH:19]=O)[CH2:18][CH2:17][CH2:16][CH2:15][CH2:14]1.C(O)(=O)C. The catalyst is C(O)C. The product is [CH2:6]([O:5][C:1]([NH:2][N:3]=[CH:19][CH:13]1[CH2:18][CH2:17][CH2:16][CH2:15][CH2:14]1)=[O:4])[C:7]1[CH:12]=[CH:11][CH:10]=[CH:9][CH:8]=1. The yield is 0.737. (4) The product is [F:23][CH:24]([F:41])[O:25][C:26]1[N:27]=[CH:28][C:29]([C:2]2[CH:3]=[CH:4][C:5]3[N:11]4[CH2:12][C@H:8]([CH2:9][CH2:10]4)[N:7]([C:13]([NH:15][C:16]4[CH:21]=[N:20][CH:19]=[CH:18][N:17]=4)=[O:14])[C:6]=3[N:22]=2)=[CH:30][CH:31]=1. The reactants are Cl[C:2]1[CH:3]=[CH:4][C:5]2[N:11]3[CH2:12][C@H:8]([CH2:9][CH2:10]3)[N:7]([C:13]([NH:15][C:16]3[CH:21]=[N:20][CH:19]=[CH:18][N:17]=3)=[O:14])[C:6]=2[N:22]=1.[F:23][CH:24]([F:41])[O:25][C:26]1[CH:31]=[CH:30][C:29](B2OC(C)(C)C(C)(C)O2)=[CH:28][N:27]=1.P([O-])(O)(O)=O.[K+].O. The catalyst is O1CCOCC1.C1C=CC(/C=C/C(/C=C/C2C=CC=CC=2)=O)=CC=1.C1C=CC(/C=C/C(/C=C/C2C=CC=CC=2)=O)=CC=1.C1C=CC(/C=C/C(/C=C/C2C=CC=CC=2)=O)=CC=1.[Pd].[Pd].CC(C1C=C(C(C)C)C(C2C=CC=CC=2P(C2CCCCC2)C2CCCCC2)=C(C(C)C)C=1)C. The yield is 0.521. (5) The reactants are [F:1][CH2:2][C:3]([C:7]1[O:11][N:10]=[C:9]([NH:12][C:13](=[O:21])OC2C=CC=CC=2)[CH:8]=1)([CH3:6])[CH2:4][F:5].[CH3:22][O:23][C:24]1[CH:25]=[C:26]2[C:31](=[CH:32][C:33]=1[O:34][CH3:35])[N:30]=[CH:29][N:28]=[C:27]2[O:36][C:37]1[CH:38]=[C:39]([CH:41]=[CH:42][CH:43]=1)[NH2:40]. The yield is 0.310. The catalyst is CN(C)C1C=CN=CC=1.C1COCC1. The product is [F:5][CH2:4][C:3]([C:7]1[O:11][N:10]=[C:9]([NH:12][C:13]([NH:40][C:39]2[CH:41]=[CH:42][CH:43]=[C:37]([O:36][C:27]3[C:26]4[C:31](=[CH:32][C:33]([O:34][CH3:35])=[C:24]([O:23][CH3:22])[CH:25]=4)[N:30]=[CH:29][N:28]=3)[CH:38]=2)=[O:21])[CH:8]=1)([CH3:6])[CH2:2][F:1]. (6) The catalyst is CC#N. The reactants are I[CH2:2][C@@H:3]([CH3:16])[CH2:4][N:5]1[C:10]2[CH:11]=[CH:12][CH:13]=[CH:14][C:9]=2[O:8][CH2:7][C:6]1=[O:15].[CH2:17]([CH:21]1[CH2:26][CH2:25][NH:24][CH2:23][CH2:22]1)[CH2:18][CH2:19][CH3:20]. The yield is 0.790. The product is [CH2:17]([CH:21]1[CH2:26][CH2:25][N:24]([CH2:2][C@@H:3]([CH3:16])[CH2:4][N:5]2[C:10]3[CH:11]=[CH:12][CH:13]=[CH:14][C:9]=3[O:8][CH2:7][C:6]2=[O:15])[CH2:23][CH2:22]1)[CH2:18][CH2:19][CH3:20]. (7) The reactants are Cl[C:2]1[C:11]2[C:6](=[CH:7][C:8]([F:15])=[C:9]([N+:12]([O-:14])=[O:13])[CH:10]=2)[N:5]=[CH:4][N:3]=1.[Cl:16][C:17]1[C:18]([F:25])=[C:19]([CH:21]=[CH:22][C:23]=1[F:24])[NH2:20]. The catalyst is C(O)(C)C. The product is [Cl:16][C:17]1[C:18]([F:25])=[C:19]([NH:20][C:2]2[C:11]3[C:6](=[CH:7][C:8]([F:15])=[C:9]([N+:12]([O-:14])=[O:13])[CH:10]=3)[N:5]=[CH:4][N:3]=2)[CH:21]=[CH:22][C:23]=1[F:24]. The yield is 0.692. (8) The reactants are [C:1]([C:5]1[O:9][N:8]=[C:7]([NH:10][C:11]([NH:13][C:14]2[CH:19]=[CH:18][CH:17]=[C:16]([O:20][C:21]3[C:30]4[C:25](=[CH:26][C:27]([O:32][CH3:33])=[C:28]([OH:31])[CH:29]=4)[N:24]=[CH:23][N:22]=3)[CH:15]=2)=[O:12])[CH:6]=1)([CH3:4])([CH3:3])[CH3:2].[CH2:34]([C@@H:36]1[O:38][CH2:37]1)Cl. No catalyst specified. The product is [C:1]([C:5]1[O:9][N:8]=[C:7]([NH:10][C:11]([NH:13][C:14]2[CH:19]=[CH:18][CH:17]=[C:16]([O:20][C:21]3[C:30]4[C:25](=[CH:26][C:27]([O:32][CH3:33])=[C:28]([O:31][CH2:34][C@H:36]5[CH2:37][O:38]5)[CH:29]=4)[N:24]=[CH:23][N:22]=3)[CH:15]=2)=[O:12])[CH:6]=1)([CH3:4])([CH3:2])[CH3:3]. The yield is 0.440. (9) The product is [Cl:8][C:9]1[CH:10]=[CH:11][CH:12]=[C:13]2[C:22]=1[C:16]1([CH2:21][CH2:20][N:19]([C:50]([NH:49][CH:40]3[CH:39]4[CH2:48][CH:43]5[CH2:44][CH:45]([CH2:47][CH:41]3[CH2:42]5)[CH2:46]4)=[O:51])[CH2:18][CH2:17]1)[N:15]([CH2:23][C:24]1[CH:25]=[CH:26][C:27]([O:30][CH3:31])=[CH:28][CH:29]=1)[C:14]2=[S:32]. The catalyst is CC#N. The yield is 0.850. The reactants are OC(C(F)(F)F)=O.[Cl:8][C:9]1[CH:10]=[CH:11][CH:12]=[C:13]2[C:22]=1[C:16]1([CH2:21][CH2:20][NH:19][CH2:18][CH2:17]1)[N:15]([CH2:23][C:24]1[CH:29]=[CH:28][C:27]([O:30][CH3:31])=[CH:26][CH:25]=1)[C:14]2=[S:32].C([O-])([O-])=O.[K+].[K+].[CH:39]12[CH2:48][CH:43]3[CH2:44][CH:45]([CH2:47][CH:41]([CH2:42]3)[CH:40]1[N:49]=[C:50]=[O:51])[CH2:46]2.NC(N)=O.